From a dataset of Full USPTO retrosynthesis dataset with 1.9M reactions from patents (1976-2016). Predict the reactants needed to synthesize the given product. (1) Given the product [Cl:1][C:2]1[CH:7]=[C:6]([O:8][C:9]2[CH:14]=[CH:13][C:12]([F:15])=[CH:11][C:10]=2[F:16])[CH:5]=[CH:4][C:3]=1[C:17]([OH:18])([CH3:20])[CH2:19][N:23]1[CH:24]=[N:29][CH:28]=[N:22]1, predict the reactants needed to synthesize it. The reactants are: [Cl:1][C:2]1[CH:7]=[C:6]([O:8][C:9]2[CH:14]=[CH:13][C:12]([F:15])=[CH:11][C:10]=2[F:16])[CH:5]=[CH:4][C:3]=1[C:17]1([CH3:20])[CH2:19][O:18]1.N1C=[CH:24][N:23]=[N:22]1.[OH-].[Na+].[CH3:28][N:29]1C(=O)CCC1. (2) Given the product [C:18]([O:17][C:15]([N:12]1[CH2:13][CH2:14][C@@H:9]([C:6]2[CH:5]=[CH:4][C:3]([F:2])=[CH:8][CH:7]=2)[C@H:10]([C:22]([OH:24])=[O:23])[CH2:11]1)=[O:16])([CH3:21])([CH3:19])[CH3:20], predict the reactants needed to synthesize it. The reactants are: [Na].[F:2][C:3]1[CH:8]=[CH:7][C:6]([CH:9]2[CH2:14][CH2:13][N:12]([C:15]([O:17][C:18]([CH3:21])([CH3:20])[CH3:19])=[O:16])[CH2:11][CH:10]2[C:22]([O:24]CC)=[O:23])=[CH:5][CH:4]=1.[OH-].[Na+].Cl. (3) The reactants are: O[CH2:2][CH2:3][CH2:4][CH2:5][CH2:6][CH2:7][C:8]1[C:14]2[CH:15]=[CH:16][C:17]([OH:19])=[CH:18][C:13]=2[CH2:12][CH2:11][CH2:10][C:9]=1[C:20]1[CH:25]=[CH:24][C:23]([OH:26])=[CH:22][CH:21]=1.C1(P(C2C=CC=CC=2)C2C=CC=CC=2)C=CC=CC=1.C(Br)(Br)(Br)[Br:47]. Given the product [Br:47][CH2:2][CH2:3][CH2:4][CH2:5][CH2:6][CH2:7][C:8]1[C:14]2[CH:15]=[CH:16][C:17]([OH:19])=[CH:18][C:13]=2[CH2:12][CH2:11][CH2:10][C:9]=1[C:20]1[CH:25]=[CH:24][C:23]([OH:26])=[CH:22][CH:21]=1, predict the reactants needed to synthesize it. (4) The reactants are: Cl[C:2]1[CH:7]=[CH:6][C:5]([N:8]2[N:17]=[C:16]([NH:18][C:19]3[CH:23]=[C:22]([CH3:24])[NH:21][N:20]=3)[C:15]3[C:10](=[CH:11][CH:12]=[CH:13][CH:14]=3)[C:9]2=[O:25])=[CH:4][CH:3]=1.[NH2:26][C:27]1[CH:32]=[CH:31][CH:30]=[CH:29][CH:28]=1.CC([O-])(C)C.[Na+].C(P(C(C)(C)C)C1C=CC=CC=1C1C=CC=CC=1)(C)(C)C. Given the product [CH3:24][C:22]1[NH:21][N:20]=[C:19]([NH:18][C:16]2[C:15]3[C:10](=[CH:11][CH:12]=[CH:13][CH:14]=3)[C:9](=[O:25])[N:8]([C:5]3[CH:6]=[CH:7][C:2]([NH:26][C:27]4[CH:32]=[CH:31][CH:30]=[CH:29][CH:28]=4)=[CH:3][CH:4]=3)[N:17]=2)[CH:23]=1, predict the reactants needed to synthesize it. (5) Given the product [CH2:25]([C@@H:24]1[C@@H:16]([OH:15])[C@H:17]([CH3:53])[O:18][C:19](=[O:52])[C@@H:20]([NH:33][C:34]([C:36]2[C:41]([O:42][CH2:43][C:44]3[CH:49]=[CH:48][CH:47]=[CH:46][CH:45]=3)=[C:40]([O:50][CH3:51])[CH:39]=[CH:38][N:37]=2)=[O:35])[CH2:21][O:22][C:23]1=[O:32])[C:26]1[CH:27]=[CH:28][CH:29]=[CH:30][CH:31]=1, predict the reactants needed to synthesize it. The reactants are: [H-].C([Al+]CC(C)C)C(C)C.CC(C)C([O:15][C@@H:16]1[C@@H:24]([CH2:25][C:26]2[CH:31]=[CH:30][CH:29]=[CH:28][CH:27]=2)[C:23](=[O:32])[O:22][CH2:21][C@H:20]([NH:33][C:34]([C:36]2[C:41]([O:42][CH2:43][C:44]3[CH:49]=[CH:48][CH:47]=[CH:46][CH:45]=3)=[C:40]([O:50][CH3:51])[CH:39]=[CH:38][N:37]=2)=[O:35])[C:19](=[O:52])[O:18][C@H:17]1[CH3:53])=O. (6) Given the product [CH3:14][C@H:12]1[CH2:13][N:8]([C:7]2[CH:6]=[CH:5][N:4]=[CH:3][C:2]=2[NH:1][C:35]([C:32]2[N:31]=[C:30]3[O:38][C:27]([CH:25]4[CH2:26][CH:24]4[CH3:23])=[CH:28][C:29]3=[CH:34][CH:33]=2)=[O:36])[CH2:9][C@@H:10]([NH:15][C:16](=[O:22])[O:17][C:18]([CH3:21])([CH3:20])[CH3:19])[CH2:11]1, predict the reactants needed to synthesize it. The reactants are: [NH2:1][C:2]1[CH:3]=[N:4][CH:5]=[CH:6][C:7]=1[N:8]1[CH2:13][C@H:12]([CH3:14])[CH2:11][C@H:10]([NH:15][C:16](=[O:22])[O:17][C:18]([CH3:21])([CH3:20])[CH3:19])[CH2:9]1.[CH3:23][CH:24]1[CH2:26][CH:25]1[C:27]1[O:38][C:30]2=[N:31][C:32]([C:35](O)=[O:36])=[CH:33][CH:34]=[C:29]2[CH:28]=1.CCN(C(C)C)C(C)C.CN(C(ON1N=NC2C=CC=NC1=2)=[N+](C)C)C.F[P-](F)(F)(F)(F)F.